From a dataset of Catalyst prediction with 721,799 reactions and 888 catalyst types from USPTO. Predict which catalyst facilitates the given reaction. (1) Reactant: [Cl:1][C:2]1[CH:27]=[CH:26][C:5]2[N:6]([CH2:23][CH2:24]Cl)[C:7]([CH2:9][N:10]3[C:14]4=[CH:15][N:16]=[CH:17][CH:18]=[C:13]4[C:12]([S:19]([CH3:22])(=[O:21])=[O:20])=[N:11]3)=[N:8][C:4]=2[CH:3]=1.[NH:28]1[CH2:32][CH2:31][CH:30]([OH:33])[CH2:29]1. Product: [Cl:1][C:2]1[CH:27]=[CH:26][C:5]2[N:6]([CH2:23][CH2:24][N:28]3[CH2:32][CH2:31][CH:30]([OH:33])[CH2:29]3)[C:7]([CH2:9][N:10]3[C:14]4=[CH:15][N:16]=[CH:17][CH:18]=[C:13]4[C:12]([S:19]([CH3:22])(=[O:21])=[O:20])=[N:11]3)=[N:8][C:4]=2[CH:3]=1. The catalyst class is: 23. (2) Reactant: C[O:2][C:3](=[O:24])[C@@H:4]([N:9]1[CH2:13][C:12]([O:14][C:15]2[CH:20]=[CH:19][CH:18]=[C:17]([C:21]#[N:22])[CH:16]=2)=[CH:11][C:10]1=[O:23])[CH2:5][CH:6]([CH3:8])[CH3:7].O.[OH-].[Li+]. Product: [C:21]([C:17]1[CH:16]=[C:15]([CH:20]=[CH:19][CH:18]=1)[O:14][C:12]1[CH2:13][N:9]([C@@H:4]([CH2:5][CH:6]([CH3:7])[CH3:8])[C:3]([OH:24])=[O:2])[C:10](=[O:23])[CH:11]=1)#[N:22]. The catalyst class is: 7. (3) Reactant: [Na+].Br[CH2:3][CH2:4][S:5]([O-:8])(=[O:7])=[O:6].C[O-].[Na+].[CH2:12]([SH:15])[CH2:13][SH:14].Cl. Product: [CH2:12]([S:15][CH2:3][CH2:4][S:5]([OH:8])(=[O:7])=[O:6])[CH2:13][S:14][CH2:3][CH2:4][S:5]([OH:8])(=[O:7])=[O:6]. The catalyst class is: 88. (4) Reactant: [N:1]1[C:8]([Cl:9])=[N:7][C:5](Cl)=[N:4][C:2]=1[Cl:3].[F:10][C:11]1[CH:12]=[C:13]([CH:15]=[CH:16][CH:17]=1)[NH2:14].[OH-].[Na+].Cl. Product: [Cl:9][C:8]1[N:1]=[C:2]([Cl:3])[N:4]=[C:5]([NH:14][C:13]2[CH:15]=[CH:16][CH:17]=[C:11]([F:10])[CH:12]=2)[N:7]=1. The catalyst class is: 21. (5) Reactant: [C:1](=O)=O.CC(C)=O.C([Li])CCC.CCCCCC.[CH2:19]([C@@H:26]1[C@@H:34]([O:35][CH2:36][CH2:37][C:38](=O)[CH3:39])[C@H:33]([CH3:41])[O:32][C:31](=[O:42])[C@@H:30]([NH:43][C:44](=[O:50])[O:45][C:46]([CH3:49])([CH3:48])[CH3:47])[CH2:29][O:28][CH2:27]1)[C:20]1[CH:25]=[CH:24][CH:23]=[CH:22][CH:21]=1. Product: [CH2:19]([C@@H:26]1[C@@H:34]([O:35][CH2:36][CH2:37][C:38]([CH3:1])=[CH2:39])[C@H:33]([CH3:41])[O:32][C:31](=[O:42])[C@@H:30]([NH:43][C:44](=[O:50])[O:45][C:46]([CH3:47])([CH3:49])[CH3:48])[CH2:29][O:28][CH2:27]1)[C:20]1[CH:21]=[CH:22][CH:23]=[CH:24][CH:25]=1. The catalyst class is: 307. (6) Reactant: C([O:8][C:9]1[CH:14]=[C:13]([C:15]([N:17]([O:19][CH3:20])[CH3:18])=[O:16])[CH:12]=[C:11]([O:21]CC2C=CC=CC=2)[C:10]=1[C:29]1[CH:34]=[CH:33][C:32]([F:35])=[CH:31][CH:30]=1)C1C=CC=CC=1.CCO. Product: [F:35][C:32]1[CH:31]=[CH:30][C:29]([C:10]2[C:9]([OH:8])=[CH:14][C:13]([C:15]([N:17]([O:19][CH3:20])[CH3:18])=[O:16])=[CH:12][C:11]=2[OH:21])=[CH:34][CH:33]=1. The catalyst class is: 99. (7) Reactant: Br.[Br:2][CH2:3][CH2:4][NH2:5].C(=O)([O-])[O-].[Na+].[Na+].[C:12](O[C:12]([O:14][C:15]([CH3:18])([CH3:17])[CH3:16])=[O:13])([O:14][C:15]([CH3:18])([CH3:17])[CH3:16])=[O:13]. Product: [Br:2][CH2:3][CH2:4][NH:5][C:12](=[O:13])[O:14][C:15]([CH3:18])([CH3:17])[CH3:16]. The catalyst class is: 38.